Binary Classification. Given a drug SMILES string, predict its activity (active/inactive) in a high-throughput screening assay against a specified biological target. From a dataset of HIV replication inhibition screening data with 41,000+ compounds from the AIDS Antiviral Screen. (1) The drug is CCCCNCCC(SSSC(CCNCCCC)c1ccc(Cl)cc1)c1ccc(Cl)cc1.O=C(O)C(=O)O. The result is 0 (inactive). (2) The compound is CC1=C(C(=O)Nc2cc(F)c(F)cc2F)C(c2ccc3c(c2)OCO3)C(C(=O)Nc2cc(F)c(F)cc2F)=C(C)N1. The result is 0 (inactive). (3) The drug is C=CCC(C(=N)C(C#N)(CC=C)C1=CCCCC1)C1=CCCCC1. The result is 0 (inactive). (4) The compound is C[N+]1(CC(O)(O)C(F)F)CCOCC1.[Cl-]. The result is 0 (inactive). (5) The molecule is COc1ccc(-n2cnc3c(NC(C)(C)C(=O)O)ncnc32)cc1. The result is 0 (inactive).